Dataset: Peptide-MHC class II binding affinity with 134,281 pairs from IEDB. Task: Regression. Given a peptide amino acid sequence and an MHC pseudo amino acid sequence, predict their binding affinity value. This is MHC class II binding data. (1) The peptide sequence is ILNTWLVKPGAGIMI. The MHC is DRB1_1602 with pseudo-sequence DRB1_1602. The binding affinity (normalized) is 0.420. (2) The peptide sequence is VDCRPFNGGESKLKA. The MHC is DRB4_0101 with pseudo-sequence DRB4_0103. The binding affinity (normalized) is 0.0505.